From a dataset of Full USPTO retrosynthesis dataset with 1.9M reactions from patents (1976-2016). Predict the reactants needed to synthesize the given product. (1) The reactants are: [CH2:1](O)[CH2:2][CH2:3][CH2:4][CH2:1][CH2:2][CH2:3][CH2:4][CH2:1][CH2:2][CH2:3][CH2:4][CH2:1][CH2:2][CH2:3][CH2:4][CH2:1][CH2:2][CH2:3][CH3:4].OO.[C:24]([OH:45])(=[O:44])[CH2:25][CH2:26][CH2:27][CH2:28][CH2:29][CH2:30][CH2:31][CH2:32][CH2:33][CH2:34][CH2:35][CH2:36][CH2:37][CH2:38][CH2:39][CH2:40][CH2:41][CH2:42][CH3:43].COC1[C@@H](NC(C2C(OC)=CC(N)=C(Cl)C=2)=O)CCN(CCCOC2C=CC(F)=CC=2)C1.O. Given the product [C:24]([OH:45])(=[O:44])[CH2:25][CH2:26][CH2:27][CH2:28][CH2:29][CH2:30][CH2:31][CH2:32][CH2:33][CH2:34][CH2:35][CH2:36][CH2:37][CH2:38][CH2:39][CH2:40][CH2:41][CH2:42][CH2:43][CH2:1][CH2:2][CH2:3][CH3:4], predict the reactants needed to synthesize it. (2) Given the product [ClH:2].[ClH:1].[NH2:36][C@H:17]([CH2:16][S:13]([C:8]1[CH:7]=[CH:6][C:5]2[C:10](=[CH:11][CH:12]=[C:3]([Cl:2])[CH:4]=2)[CH:9]=1)(=[O:14])=[O:15])[C:18]([N:20]1[CH2:21][CH2:22][CH:23]([N:26]2[CH2:30][C:29]3=[CH:31][N:32]=[C:33]([CH3:34])[N:28]3[C:27]2=[O:35])[CH2:24][CH2:25]1)=[O:19], predict the reactants needed to synthesize it. The reactants are: [ClH:1].[Cl:2][C:3]1[CH:4]=[C:5]2[C:10](=[CH:11][CH:12]=1)[CH:9]=[C:8]([S:13]([CH2:16][C@@H:17]([NH:36]C(=O)OC(C)(C)C)[C:18]([N:20]1[CH2:25][CH2:24][CH:23]([N:26]3[CH2:30][C:29]4=[CH:31][N:32]=[C:33]([CH3:34])[N:28]4[C:27]3=[O:35])[CH2:22][CH2:21]1)=[O:19])(=[O:15])=[O:14])[CH:7]=[CH:6]2. (3) Given the product [CH2:34]([Sn:29]([CH2:25][CH2:26][CH2:27][CH3:28])([CH2:30][CH2:31][CH2:32][CH3:33])[C:5]1[O:1][C:2]([P:6]([O:7][CH2:8][CH3:9])(=[O:10])[O:11][CH2:12][CH3:13])=[CH:3][CH:4]=1)[CH2:35][CH2:36][CH3:37], predict the reactants needed to synthesize it. The reactants are: [O:1]1[CH:5]=[CH:4][CH:3]=[C:2]1[P:6]([O:11][CH2:12][CH3:13])(=[O:10])[O:7][CH2:8][CH3:9].C([N-]C1CCCCC1)(C)C.[Li+].[CH2:25]([Sn:29](Cl)([CH2:34][CH2:35][CH2:36][CH3:37])[CH2:30][CH2:31][CH2:32][CH3:33])[CH2:26][CH2:27][CH3:28]. (4) Given the product [CH3:36][O:37][CH2:38][O:17][C@@H:9]1[CH2:10][C:11]2[C:16](=[CH:15][CH:14]=[CH:13][CH:12]=2)[C@H:8]1[N:7]([CH2:44][O:45][CH3:46])[C:6](=[O:18])[O:5][C:1]([CH3:4])([CH3:2])[CH3:3], predict the reactants needed to synthesize it. The reactants are: [C:1]([O:5][C:6](=[O:18])[NH:7][C@@H:8]1[C:16]2[C:11](=[CH:12][CH:13]=[CH:14][CH:15]=2)[CH2:10][C@H:9]1[OH:17])([CH3:4])([CH3:3])[CH3:2].C[Si](C)(C)N[Si](C)(C)C.[K].C1(C)C=CC=CC=1.[CH3:36][O:37][CH2:38]Cl.[Cl-].[NH4+].C1[CH2:46][O:45][CH2:44]C1.